Predict which catalyst facilitates the given reaction. From a dataset of Catalyst prediction with 721,799 reactions and 888 catalyst types from USPTO. (1) Reactant: [CH3:1][C:2]1[CH:3]=[N:4][C:5]2[NH:6][C:7]3[CH2:8][CH2:9][N:10]([CH3:15])[CH2:11][C:12]=3[C:13]=2[CH:14]=1.Br[CH:17]=[C:18]([C:20]1[CH:25]=[CH:24][C:23]([F:26])=[CH:22][CH:21]=1)[CH3:19].P([O-])([O-])([O-])=O.[K+].[K+].[K+].N1CCC[C@H]1C(O)=O. Product: [F:26][C:23]1[CH:24]=[CH:25][C:20]([C:18]([CH3:19])=[CH:17][N:6]2[C:5]3[N:4]=[CH:3][C:2]([CH3:1])=[CH:14][C:13]=3[C:12]3[CH2:11][N:10]([CH3:15])[CH2:9][CH2:8][C:7]2=3)=[CH:21][CH:22]=1. The catalyst class is: 18. (2) Reactant: [CH3:1][NH2:2].[Br:3][C:4]1[CH:5]=[C:6]([F:14])[C:7]([N+:11]([O-:13])=[O:12])=[C:8](F)[CH:9]=1.C([O-])([O-])=O.[Cs+].[Cs+]. Product: [Br:3][C:4]1[CH:5]=[C:6]([F:14])[C:7]([N+:11]([O-:13])=[O:12])=[C:8]([NH:2][CH3:1])[CH:9]=1. The catalyst class is: 1. (3) Reactant: [O:1]1[CH2:7][CH2:6][C:5](=[O:8])[NH:4][CH2:3][CH2:2]1.S(OC)(O[CH3:13])(=O)=O.C(=O)([O-])[O-].[K+].[K+]. Product: [CH3:13][O:8][C:5]1=[N:4][CH2:3][CH2:2][O:1][CH2:7][CH2:6]1. The catalyst class is: 2. (4) Reactant: [Br:1][C:2]1[CH:16]=[CH:15][CH:14]=[C:13]([N+:17]([O-])=O)[C:3]=1[CH2:4][O:5][Si:6]([C:9]([CH3:12])([CH3:11])[CH3:10])([CH3:8])[CH3:7].[Cl-].[NH4+].O. Product: [Br:1][C:2]1[C:3]([CH2:4][O:5][Si:6]([C:9]([CH3:12])([CH3:11])[CH3:10])([CH3:7])[CH3:8])=[C:13]([CH:14]=[CH:15][CH:16]=1)[NH2:17]. The catalyst class is: 186. (5) Reactant: CC1(C)[O:6][CH:5]([CH2:7][O:8][NH:9][C:10]([C:12]2[C:20]([NH:21][C:22]3[CH:27]=[CH:26][C:25]([I:28])=[CH:24][C:23]=3[F:29])=[C:19]([F:30])[C:15]3[N:16]=[CH:17][O:18][C:14]=3[CH:13]=2)=[O:11])[CH2:4][O:3]1.FC(F)(F)C(O)=O. Product: [OH:6][CH:5]([CH2:4][OH:3])[CH2:7][O:8][NH:9][C:10]([C:12]1[C:20]([NH:21][C:22]2[CH:27]=[CH:26][C:25]([I:28])=[CH:24][C:23]=2[F:29])=[C:19]([F:30])[C:15]2[N:16]=[CH:17][O:18][C:14]=2[CH:13]=1)=[O:11]. The catalyst class is: 2. (6) Reactant: [Br:1][C:2]1[CH:3]=[N:4][CH:5]=[C:6](F)[CH:7]=1.[CH:9]([NH2:12])([CH3:11])[CH3:10].C([O-])(O)=O.[Na+]. Product: [Br:1][C:2]1[CH:7]=[C:6]([NH:12][CH:9]([CH3:11])[CH3:10])[CH:5]=[N:4][CH:3]=1. The catalyst class is: 37. (7) Reactant: [CH2:1]([NH:8][CH2:9][CH2:10][CH:11]=[CH2:12])[C:2]1[CH:7]=[CH:6][CH:5]=[CH:4][CH:3]=1.CS(C)=O.C(N(CC)CC)C.Br[CH2:25][C:26]([O:28][CH3:29])=[O:27]. Product: [CH2:1]([N:8]([CH2:9][CH2:10][CH:11]=[CH2:12])[CH2:25][C:26]([O:28][CH3:29])=[O:27])[C:2]1[CH:7]=[CH:6][CH:5]=[CH:4][CH:3]=1. The catalyst class is: 13.